Dataset: NCI-60 drug combinations with 297,098 pairs across 59 cell lines. Task: Regression. Given two drug SMILES strings and cell line genomic features, predict the synergy score measuring deviation from expected non-interaction effect. Drug 1: CC1C(C(=O)NC(C(=O)N2CCCC2C(=O)N(CC(=O)N(C(C(=O)O1)C(C)C)C)C)C(C)C)NC(=O)C3=C4C(=C(C=C3)C)OC5=C(C(=O)C(=C(C5=N4)C(=O)NC6C(OC(=O)C(N(C(=O)CN(C(=O)C7CCCN7C(=O)C(NC6=O)C(C)C)C)C)C(C)C)C)N)C. Drug 2: COC1=C2C(=CC3=C1OC=C3)C=CC(=O)O2. Cell line: NCIH23. Synergy scores: CSS=12.0, Synergy_ZIP=-7.37, Synergy_Bliss=-13.2, Synergy_Loewe=-47.4, Synergy_HSA=-9.48.